Predict the reaction yield, written as a fraction of the theoretical maximum amount of product (1.0 means a 100% yield; for example, 0.34 means a 34% yield). From a dataset of Reaction yield outcomes from USPTO patents with 853,638 reactions. (1) The reactants are [F:1][C:2]1[CH:7]=[C:6]([N+:8]([O-:10])=[O:9])[CH:5]=[CH:4][C:3]=1[CH:11](C(OC)=O)[C:12]([O:14][CH3:15])=[O:13].[Na+].[Cl-]. The catalyst is CS(C)=O.O. The product is [F:1][C:2]1[CH:7]=[C:6]([N+:8]([O-:10])=[O:9])[CH:5]=[CH:4][C:3]=1[CH2:11][C:12]([O:14][CH3:15])=[O:13]. The yield is 0.640. (2) The reactants are [Br:1][C:2]1[CH:3]=[C:4](I)[CH:5]=[CH:6][CH:7]=1.C1([Mg]Cl)CCCCC1.[NH2:17][C:18]1[N:22]([C:23]2[CH:24]=[C:25]([CH:32]=[CH:33][C:34]=2[CH3:35])[C:26]([NH:28][CH:29]2[CH2:31][CH2:30]2)=[O:27])[CH:21]=[N:20][C:19]=1[C:36]#N.Cl.C([O-])([O-])=[O:40].[K+].[K+]. The catalyst is C1COCC1. The product is [NH2:17][C:18]1[N:22]([C:23]2[CH:24]=[C:25]([CH:32]=[CH:33][C:34]=2[CH3:35])[C:26]([NH:28][CH:29]2[CH2:31][CH2:30]2)=[O:27])[CH:21]=[N:20][C:19]=1[C:36](=[O:40])[C:4]1[CH:5]=[CH:6][CH:7]=[C:2]([Br:1])[CH:3]=1. The yield is 0.540.